Dataset: Peptide-MHC class II binding affinity with 134,281 pairs from IEDB. Task: Regression. Given a peptide amino acid sequence and an MHC pseudo amino acid sequence, predict their binding affinity value. This is MHC class II binding data. (1) The peptide sequence is CLEPIEGKVVQYENL. The MHC is DRB5_0101 with pseudo-sequence DRB5_0101. The binding affinity (normalized) is 0.122. (2) The MHC is DRB1_1101 with pseudo-sequence DRB1_1101. The peptide sequence is KTVSEGAVDIINKWQ. The binding affinity (normalized) is 0.208. (3) The peptide sequence is YKKLRTSSFALNLPT. The MHC is DRB1_1101 with pseudo-sequence DRB1_1101. The binding affinity (normalized) is 0.166. (4) The peptide sequence is FTMRLLSPVRVPNYN. The MHC is DRB1_0101 with pseudo-sequence DRB1_0101. The binding affinity (normalized) is 0.749. (5) The peptide sequence is VSTIVPYIGPALNIV. The MHC is HLA-DPA10201-DPB10501 with pseudo-sequence HLA-DPA10201-DPB10501. The binding affinity (normalized) is 0.200. (6) The peptide sequence is MATRFMTDPHAMRDM. The MHC is HLA-DQA10501-DQB10201 with pseudo-sequence HLA-DQA10501-DQB10201. The binding affinity (normalized) is 0.256. (7) The peptide sequence is SQDLELFWNLNGLQAY. The MHC is DRB1_0802 with pseudo-sequence DRB1_0802. The binding affinity (normalized) is 0.382. (8) The peptide sequence is EDTNIYNSNEAFKVE. The binding affinity (normalized) is 0.175. The MHC is HLA-DQA10201-DQB10202 with pseudo-sequence HLA-DQA10201-DQB10202. (9) The peptide sequence is SIRAANVMAASLRKA. The MHC is HLA-DQA10102-DQB10501 with pseudo-sequence HLA-DQA10102-DQB10501. The binding affinity (normalized) is 0.797. (10) The peptide sequence is DINVGFKAAVAAAAS. The MHC is DRB1_1501 with pseudo-sequence DRB1_1501. The binding affinity (normalized) is 0.780.